This data is from B-cell epitopes from IEDB database with 3,159 antigens for binding position prediction. The task is: Token-level Classification. Given an antigen amino acid sequence, predict which amino acid positions are active epitope sites capable of antibody binding. Output is a list of indices for active positions. Given the antigen sequence: NNLTNLFTIDSNNIDADTLHNNKLQIIYFDSELHKSIESIKQLYKKMYAFKLLNIAHINGKYFDISKEFDNILQLQKHKLTENLNNLNQIDQYISDKKNQFLHALNETTNPNLNTLKEIYHDIVNYENQIDEIKNIKNKENENITLYIDTITKLTGKSQNIFRLGTTYENYNNIIKPHIQDNDENHVSQIKDNLKKTIQSFQEILNKIDEIKVQFYGNNNINSIITTISQNVNDVKNNFSKDLTIENGLIQIQKSLEDIQNSTYEIRNEQITKFVNTIRNYVEQQTNKIQNNPNKDEIDDIIEKIINYNKELAIKIPIVIDNQNNVTSIISRINKVINLIESEHSNNNNVSYNVAIKHIENANNIILDLNRNKNMLNNLMQENLNIINDLKNKKQEIENRNNLHTINRQQEITQTEHVNNTYHHAVNDTNNINQNHQYSSSDKKGSSKTRDAGNSVRYAGAIRFALVGCYIIIRIK, which amino acid positions are active epitope sites? The epitope positions are: [337, 338, 339, 340, 341, 342, 343, 344, 345, 346, 347, 348]. The amino acids at these positions are: NLIESEHSNNNN.